This data is from Experimentally validated miRNA-target interactions with 360,000+ pairs, plus equal number of negative samples. The task is: Binary Classification. Given a miRNA mature sequence and a target amino acid sequence, predict their likelihood of interaction. (1) The miRNA is hsa-miR-4649-3p with sequence UCUGAGGCCUGCCUCUCCCCA. The protein sequence of the target gene is MPANEDAPQPGEHGSACEVSVSFEDVTVDFSREEWQQLDSTQRRLYQDVMLENYSHLLSVGFEVPKPEVIFKLEQGEGPWTLEGEAPHQSCSDGKFGIKPSQRRISGKSTFHSEMEGEDTRDDSLYSILEELWQDAEQIKRCQEKHNKLLSRTTFLNKKILNTEWDYEYKDFGKFVHPSPNLILSQKRPHKRDSFGKSFKHNLDLHIHNKSNAAKNLDKTIGHGQVFTQNSSYSHHENTHTGVKFCERNQCGKVLSLKHSLSQNVKFPIGEKANTCTEFGKIFTQRSHFFAPQKIHTVEK.... Result: 1 (interaction). (2) The miRNA is mmu-miR-669m-5p with sequence UGUGUGCAUGUGCAUGUGUGUAU. The protein sequence of the target gene is MEGSPIPVLTVPTAPYEDQRPTGGGGLRRPTGLFEGQRNYLPNFIQSVLSSIDLRDRQGCTMVVGSDGRYFSRTATEIVVQMAAANGIGRLIIGQNGILSTPAVSCIIRKIKAAGGIILTASHCPGGPGGEFGVKFNVANGGPAPDVVSDKIYQISKTIEEYAICPDLRIDLSRLGRQEFDLENKFKPFRVEIVDPVDIYLNLLRNIFDFNAIKSLLTGPSQLKIRVDAMHGVMGPYVRKVLCDELGAPANSAINCVPLEDFGGQHPDPNLTYATTLLEAMKGGEYGFGAAFDADGDRYM.... Result: 1 (interaction). (3) The miRNA is hsa-miR-4478 with sequence GAGGCUGAGCUGAGGAG. The protein sequence of the target gene is MNVNQVAENLALSHQEELVDLPKNYPLSENEDEGDSDGERKHQKLLEAIISLDGKNRRKLAERSEASLKVSEFSVSSEGSGEKLGLADLLEPVKTSSSLATVKKQLNRVKSKKVVELPLNKEKIEQIHREVAFSKTSQVLSKWDPIILKNQQAEQLVFPLGKEQPAIAPIEHALSGWKARTPLEQEIFNLLHKNKQPVTDPLLTPMEKASLQAMSLEEAKMHRAELQRARALQSYYEAKARKEKKIKSKKYHKVVKKGKAKKALKEFEQLQKVNPTVALEEMEKIENARMMERMSLKHQN.... Result: 0 (no interaction). (4) The miRNA is hsa-miR-19a-3p with sequence UGUGCAAAUCUAUGCAAAACUGA. The protein sequence of the target gene is MNIFRLTGDLSHLAAIVILLLKIWKTRSCAGISGKSQLLFALVFTTRYLDLFTSFISLYNTSMKVIYLACSYATVYLIYLKFKATYDGNHDTFRVEFLVVPVGGLSFLVNHDFSPLEILWTFSIYLESVAILPQLFMISKTGEAETITTHYLFFLGLYRALYLVNWIWRFYFEGFFDLIAVVAGVVQTILYCDFFYLYITKVLKGKKLSLPA. Result: 1 (interaction). (5) The miRNA is hsa-miR-361-3p with sequence UCCCCCAGGUGUGAUUCUGAUUU. The protein sequence of the target gene is MAAAPSALLLLPPFPVLSTYRLQSRSRPSAPETDDSRVGGIMRGEKNYYFRGAAGDHGSCPTTTSPLASALLMPSEAVSSSWSESGGGLSGGDEEDTRLLQLLRTARDPSEAFQALQAALPRRGGRLGFPRRKEALYRALGRVLVEGGSDEKRLCLQLLSDVLRGQGEAGQLEEAFSLALLPQLVVSLREENPALRKDALQILHICLKRSPGEVLRTLIQQGLESTDARLRASTALLLPILLTTEDLLLGLDLTEVIISLARKLGDQETEEESETAFSALQQIGERLGQDRFQSYISRLP.... Result: 0 (no interaction). (6) The miRNA is hsa-miR-410-5p with sequence AGGUUGUCUGUGAUGAGUUCG. Result: 0 (no interaction). The protein sequence of the target gene is MSRHMRAPRFDPRAGFHAEGKDRGPSVPQGLLKAARSSGQLNLAGRNLGEVPQCVWRINVDIPEEANQNLSFSSTERWWDQTDLTKLIISSNKLQSLSDDLRLLPALTVLDIHDNQLTSLPSAIRELDNLQKLNVSHNKLKILPEEITSLKNLRTLHLQHNELTCIPEGFEHLSCLEDLDLSSNRLATVPADFALLSSLLRLNLSSNQLKNLPAEISRMKRLKHLDCDANLLETVPPDVGSMESLELLYLRRNKLRVLPEFPSCRQLKELHLAENQIEKLGAEHLQHLQAILVLDLRGNK.... (7) The miRNA is hsa-miR-192-5p with sequence CUGACCUAUGAAUUGACAGCC. The protein sequence of the target gene is MATATPVPPRMGSRAGGPTTPLSPTRLSRLQEKEELRELNDRLAVYIDKVRSLETENSALQLQVTEREEVRGRELTGLKALYETELADARRALDDTARERAKLQIELGKCKAEHDQLLLNYAKKESDLNGAQIKLREYEAALNSKDAALATALGDKKSLEGDLEDLKDQIAQLEASLAAAKKQLADETLLKVDLENRCQSLTEDLEFRKSMYEEEINETRRKHETRLVEVDSGRQIEYEYKLAQALHEMREQHDAQVRLYKEELEQTYHAKLENARLSSEMNTSTVNSAREELMESRMRI.... Result: 1 (interaction). (8) The miRNA is hsa-miR-8081 with sequence CUUGAGUCGUGCCUUUCUGAAUG. The protein sequence of the target gene is MKSDCMQTTICQERKKDPIEMFHSGQLVKVCAPMVRYSKLAFRTLVRKYSCDLCYTPMIVAADFVKSIKARDSEFTTNQGDCPLIVQFAANDARLLSDAARIVCPYANGIDINCGCPQRWAMAEGYGACLINKPELVQDMVKQVRNQVETPGFSVSIKIRIHDDLKRTVDLCQKAEATGVSWITVHGRTAEERHQPVHYDSIKIIKENMSIPVIANGDIRSLKEAENVWRITGTDGVMVARGLLANPAMFAGYEETPLKCIWDWVDIALELGTPYMCFHQHLMYMMEKITSRQEKRVFNA.... Result: 0 (no interaction).